Dataset: Full USPTO retrosynthesis dataset with 1.9M reactions from patents (1976-2016). Task: Predict the reactants needed to synthesize the given product. (1) Given the product [F:20][C:2]([F:1])([F:21])[CH2:3][CH2:4][O:5][C:6]1[CH:7]=[CH:8][C:9]2[N:10]([C:12]([C:15]([OH:17])=[O:16])=[CH:13][N:14]=2)[N:11]=1, predict the reactants needed to synthesize it. The reactants are: [F:1][C:2]([F:21])([F:20])[CH2:3][CH2:4][O:5][C:6]1[CH:7]=[CH:8][C:9]2[N:10]([C:12]([C:15]([O:17]CC)=[O:16])=[CH:13][N:14]=2)[N:11]=1.[Li+].[OH-]. (2) Given the product [CH2:11]([O:18][C:19]1[CH:20]=[CH:21][C:22]2[C:23]3[N:31]([CH2:32][CH2:33][CH2:34][CH2:35][N:36]4[CH2:2][CH2:3][CH2:4][S:5]4(=[O:7])=[O:6])[C:30]([CH2:37][O:38][CH2:39][CH3:40])=[N:29][C:24]=3[CH:25]=[N:26][C:27]=2[CH:28]=1)[C:12]1[CH:17]=[CH:16][CH:15]=[CH:14][CH:13]=1.[N:48]12[CH2:58][CH2:57][CH2:56][N:55]=[C:54]1[CH2:53][CH2:52][CH2:51][CH2:50][CH2:49]2, predict the reactants needed to synthesize it. The reactants are: Cl[CH2:2][CH2:3][CH2:4][S:5](Cl)(=[O:7])=[O:6].Cl.Cl.[CH2:11]([O:18][C:19]1[CH:20]=[CH:21][C:22]2[C:23]3[N:31]([CH2:32][CH2:33][CH2:34][CH2:35][NH2:36])[C:30]([CH2:37][O:38][CH2:39][CH3:40])=[N:29][C:24]=3[CH:25]=[N:26][C:27]=2[CH:28]=1)[C:12]1[CH:17]=[CH:16][CH:15]=[CH:14][CH:13]=1.C(N(CC)CC)C.[N:48]12[CH2:58][CH2:57][CH2:56][N:55]=[C:54]1[CH2:53][CH2:52][CH2:51][CH2:50][CH2:49]2. (3) Given the product [CH3:1][O:2][C:3]1[C:4]([N:9]2[CH2:14][CH2:13][N:12]([CH2:15][CH2:16][CH2:17][C:18]3[C:26]4[C:21](=[CH:22][CH:23]=[C:24]([O:27][C:30](=[O:31])[NH:29][CH3:28])[CH:25]=4)[NH:20][CH:19]=3)[CH2:11][CH2:10]2)=[N:5][CH:6]=[N:7][CH:8]=1, predict the reactants needed to synthesize it. The reactants are: [CH3:1][O:2][C:3]1[C:4]([N:9]2[CH2:14][CH2:13][N:12]([CH2:15][CH2:16][CH2:17][C:18]3[C:26]4[C:21](=[CH:22][CH:23]=[C:24]([OH:27])[CH:25]=4)[NH:20][CH:19]=3)[CH2:11][CH2:10]2)=[N:5][CH:6]=[N:7][CH:8]=1.[CH3:28][N:29]=[C:30]=[O:31]. (4) Given the product [F:31][C:32]1[CH:33]=[C:34]([N:38]([CH3:2])[C:39](=[O:54])[C:40]2[CH:45]=[CH:44][CH:43]=[C:42]([C:46](=[O:53])[C:47]3[CH:48]=[CH:49][CH:50]=[CH:51][CH:52]=3)[CH:41]=2)[CH:35]=[CH:36][CH:37]=1, predict the reactants needed to synthesize it. The reactants are: F[C:2]1C=C(C=CC=1)N.C(C1C=CC(C(O)=O)=CC=1)(=O)C1C=CC=CC=1.C(NCC)C.[F:31][C:32]1[CH:33]=[C:34]([NH:38][C:39](=[O:54])[C:40]2[CH:45]=[CH:44][CH:43]=[C:42]([C:46](=[O:53])[C:47]3[CH:52]=[CH:51][CH:50]=[CH:49][CH:48]=3)[CH:41]=2)[CH:35]=[CH:36][CH:37]=1.[H-].[Na+]. (5) Given the product [NH2:1][C:4]1[CH:5]=[C:6]([CH2:10][CH2:11][CH2:12][OH:13])[CH:7]=[CH:8][CH:9]=1, predict the reactants needed to synthesize it. The reactants are: [N+:1]([C:4]1[CH:5]=[C:6]([CH2:10][CH2:11][CH2:12][OH:13])[CH:7]=[CH:8][CH:9]=1)([O-])=O. (6) Given the product [N+:8]([C:7]1[C:2]([NH2:1])=[N:3][C:4]([N:12]2[CH2:16][CH2:15][CH2:14][CH2:13]2)=[CH:5][CH:6]=1)([O-:10])=[O:9], predict the reactants needed to synthesize it. The reactants are: [NH2:1][C:2]1[C:7]([N+:8]([O-:10])=[O:9])=[CH:6][CH:5]=[C:4](Cl)[N:3]=1.[NH:12]1[CH2:16][CH2:15][CH2:14][CH2:13]1.C(N(C(C)C)CC)(C)C. (7) Given the product [NH2:1][C:2]1[C:10]([Br:11])=[CH:9][C:8]([C:12]([F:15])([F:14])[F:13])=[CH:7][C:3]=1[C:4]([NH:23][CH2:22][C:21]1[CH:24]=[C:17]([Cl:16])[CH:18]=[CH:19][C:20]=1[S:25][CH2:26][CH3:27])=[O:6], predict the reactants needed to synthesize it. The reactants are: [NH2:1][C:2]1[C:10]([Br:11])=[CH:9][C:8]([C:12]([F:15])([F:14])[F:13])=[CH:7][C:3]=1[C:4]([OH:6])=O.[Cl:16][C:17]1[CH:18]=[CH:19][C:20]([S:25][CH2:26][CH3:27])=[C:21]([CH:24]=1)[CH2:22][NH2:23].Cl.ClC1C=CC(S(CC)(=O)=O)=C(C=1)CN.